This data is from Catalyst prediction with 721,799 reactions and 888 catalyst types from USPTO. The task is: Predict which catalyst facilitates the given reaction. Reactant: [N:1]1[CH:6]=[CH:5][C:4]([CH2:7][C:8]([C:10]2[CH:15]=[CH:14][C:13]([O:16][CH3:17])=[CH:12][CH:11]=2)=[O:9])=[CH:3][CH:2]=1.C([N-]C(C)C)(C)C.[Li+].Br[CH2:27][C:28]([O:30][CH3:31])=[O:29]. Product: [CH3:17][O:16][C:13]1[CH:12]=[CH:11][C:10]([C:8](=[O:9])[CH:7]([C:4]2[CH:5]=[CH:6][N:1]=[CH:2][CH:3]=2)[CH2:27][C:28]([O:30][CH3:31])=[O:29])=[CH:15][CH:14]=1. The catalyst class is: 207.